From a dataset of Reaction yield outcomes from USPTO patents with 853,638 reactions. Predict the reaction yield, written as a fraction of the theoretical maximum amount of product (1.0 means a 100% yield; for example, 0.34 means a 34% yield). (1) The reactants are C([SiH2][O:6][C:7](C)(C)[C:8]1[CH:9]=[C:10]2[C:14](=[C:15]([CH3:17])[CH:16]=1)[NH:13][CH:12]=[CH:11]2)(C)(C)C.[F-].C([N+](CCCC)(CCCC)CCCC)CCC. The catalyst is C1COCC1.[Cl-].[Na+].O. The product is [CH3:17][C:15]1[CH:16]=[C:8]([CH2:7][OH:6])[CH:9]=[C:10]2[C:14]=1[NH:13][CH:12]=[CH:11]2. The yield is 0.550. (2) The catalyst is N1C=CC=CC=1. The yield is 0.920. The product is [O:28]=[C:27]1[CH:26]([N:25]2[C:21](=[O:23])[C:13]3[C:14](=[CH:18][CH:19]=[CH:20][C:12]=3[NH:11][C:2]3[CH:3]=[CH:4][C:5]4[C:10](=[CH:9][CH:8]=[CH:7][CH:6]=4)[CH:1]=3)[C:15]2=[O:17])[CH2:32][CH2:31][C:30](=[O:33])[NH:29]1. The reactants are [CH:1]1[C:10]2[C:5](=[CH:6][CH:7]=[CH:8][CH:9]=2)[CH:4]=[CH:3][C:2]=1[NH:11][C:12]1[CH:20]=[CH:19][CH:18]=[C:14]([C:15]([OH:17])=O)[C:13]=1[C:21]([OH:23])=O.Cl.[NH2:25][CH:26]1[CH2:32][CH2:31][C:30](=[O:33])[NH:29][C:27]1=[O:28]. (3) The reactants are [S:1](=[O:31])(=[O:30])([O:3][CH2:4][C@@H:5]1[C@@H:9]([OH:10])[CH2:8][C@H:7]([N:11]2[C:15]3[N:16]=[CH:17][N:18]=[C:19]([CH2:20][CH2:21][C:22]4[CH:27]=[CH:26][CH:25]=[CH:24][CH:23]=4)[C:14]=3[C:13]([C:28]#[CH:29])=[CH:12]2)[O:6]1)[NH2:2].O. The catalyst is CCO.[Pd]. The product is [S:1](=[O:30])(=[O:31])([O:3][CH2:4][C@@H:5]1[C@@H:9]([OH:10])[CH2:8][C@H:7]([N:11]2[C:15]3[N:16]=[CH:17][N:18]=[C:19]([CH2:20][CH2:21][C:22]4[CH:27]=[CH:26][CH:25]=[CH:24][CH:23]=4)[C:14]=3[C:13]([CH2:28][CH3:29])=[CH:12]2)[O:6]1)[NH2:2]. The yield is 0.110. (4) The catalyst is O1CCOCC1.C1C=CC(/C=C/C(/C=C/C2C=CC=CC=2)=O)=CC=1.C1C=CC(/C=C/C(/C=C/C2C=CC=CC=2)=O)=CC=1.C1C=CC(/C=C/C(/C=C/C2C=CC=CC=2)=O)=CC=1.[Pd].[Pd].CC(C1C=C(C(C)C)C(C2C=CC=CC=2P(C2CCCCC2)C2CCCCC2)=C(C(C)C)C=1)C. The product is [N+:15]([C:12]1[N:11]=[CH:10][C:9]([O:8][C:6]2[CH:5]=[CH:4][N:3]=[C:2]([NH:29][C:27]([CH:24]3[CH2:26][CH2:25]3)=[O:28])[CH:7]=2)=[CH:14][CH:13]=1)([O-:17])=[O:16]. The yield is 0.640. The reactants are Cl[C:2]1[CH:7]=[C:6]([O:8][C:9]2[CH:10]=[N:11][C:12]([N+:15]([O-:17])=[O:16])=[CH:13][CH:14]=2)[CH:5]=[CH:4][N:3]=1.C([O-])([O-])=O.[Cs+].[Cs+].[CH:24]1([C:27]([NH2:29])=[O:28])[CH2:26][CH2:25]1. (5) The reactants are [OH-].[Na+].C[O:4][C:5]([C:7]1[C:8]([C:18]2[CH:23]=[CH:22][CH:21]=[C:20]([F:24])[CH:19]=2)=[N:9][N:10]2[C:15]=1[CH:14]=[CH:13][C:12]([O:16][CH3:17])=[N:11]2)=[O:6].Cl. The catalyst is C(O)C. The product is [F:24][C:20]1[CH:19]=[C:18]([C:8]2[C:7]([C:5]([OH:6])=[O:4])=[C:15]3[N:10]([N:11]=[C:12]([O:16][CH3:17])[CH:13]=[CH:14]3)[N:9]=2)[CH:23]=[CH:22][CH:21]=1. The yield is 0.910. (6) The reactants are I([O-])(=O)(=O)=[O:2].[Na+].[Br:7][C:8]1[C:9](=[O:31])[C:10]([O:23][CH2:24][C:25]2[CH:30]=[CH:29][CH:28]=[CH:27][CH:26]=2)=[C:11]([C:19]([O:21][CH3:22])=[O:20])[N:12]([CH2:14][CH:15]([OH:18])CO)[CH:13]=1. The catalyst is O. The product is [Br:7][C:8]1[C:9](=[O:31])[C:10]([O:23][CH2:24][C:25]2[CH:30]=[CH:29][CH:28]=[CH:27][CH:26]=2)=[C:11]([C:19]([O:21][CH3:22])=[O:20])[N:12]([CH2:14][CH:15]([OH:2])[OH:18])[CH:13]=1. The yield is 0.880. (7) The reactants are [OH:1][C:2]1[CH:7]=[CH:6][C:5]([C:8]([CH3:14])([CH3:13])[C:9]([O:11][CH3:12])=[O:10])=[CH:4][CH:3]=1.C1N2CN3CN(C2)CN1C3.[C:25](O)(C(F)(F)F)=[O:26]. No catalyst specified. The product is [CH:25]([C:7]1[CH:6]=[C:5]([C:8]([CH3:14])([CH3:13])[C:9]([O:11][CH3:12])=[O:10])[CH:4]=[CH:3][C:2]=1[OH:1])=[O:26]. The yield is 0.270.